Dataset: Full USPTO retrosynthesis dataset with 1.9M reactions from patents (1976-2016). Task: Predict the reactants needed to synthesize the given product. (1) The reactants are: [C:1]([OH:6])(=[O:5])[C@H:2]([CH3:4])[OH:3].[C:7]([OH:15])(=[O:14])[C:8]([CH2:10][C:11]([OH:13])=[O:12])=[CH2:9].OCC(CO)(CO)CO.[Sn+2].C(O)(=O)C(C)O. Given the product [C:1]([OH:6])(=[O:5])[CH:2]([CH3:4])[OH:3].[C:7]([OH:15])(=[O:14])[C:8]([CH2:10][C:11]([OH:13])=[O:12])=[CH2:9], predict the reactants needed to synthesize it. (2) Given the product [CH:39]1([CH:45]=[CH:15][C:16]2[CH:21]=[CH:20][C:19]3[C:22]4[S:23][C:24]5[CH:31]=[C:30]([CH:32]=[CH:50][CH:49]6[CH2:4][CH2:3][CH2:2][CH2:52][CH2:48]6)[CH:29]=[CH:28][C:25]=5[C:26]=4[S:27][C:18]=3[CH:17]=2)[CH2:44][CH2:43][CH2:42][CH2:41][CH2:40]1, predict the reactants needed to synthesize it. The reactants are: [Li+].[CH3:2][CH:3]([N-]C(C)C)[CH3:4].C(P([CH2:15][C:16]1[CH:21]=[CH:20][C:19]2[C:22]3[S:23][C:24]4[CH:31]=[C:30]([CH2:32]P(CC)(CC)=O)[CH:29]=[CH:28][C:25]=4[C:26]=3[S:27][C:18]=2[CH:17]=1)(CC)=O)C.[CH:39]1([CH:45]=O)[CH2:44][CH2:43][CH2:42][CH2:41][CH2:40]1.O.[CH2:48]1[CH2:52]O[CH2:50][CH2:49]1. (3) The reactants are: [Br:1][C:2]1[CH:7]=[CH:6][C:5]2[O:8][CH2:9][O:10][C:4]=2[CH:3]=1.[C:11]12(O)[CH2:20][CH:15]3[CH2:16][CH:17]([CH2:19][CH:13]([CH2:14]3)[CH2:12]1)[CH2:18]2.CS(O)(=O)=O. Given the product [C:11]12([C:6]3[C:5]4[O:8][CH2:9][O:10][C:4]=4[CH:3]=[C:2]([Br:1])[CH:7]=3)[CH2:20][CH:15]3[CH2:16][CH:17]([CH2:19][CH:13]([CH2:14]3)[CH2:12]1)[CH2:18]2, predict the reactants needed to synthesize it. (4) Given the product [Cl:1][C:21]1[C:20]([CH3:27])=[C:19]([C:12]2[C:13](=[O:18])[N:14]([CH3:17])[N:15]=[CH:16][C:11]=2[O:10][CH3:9])[C:24]([CH3:25])=[CH:23][C:22]=1[CH3:26], predict the reactants needed to synthesize it. The reactants are: [Cl:1]N1C(=O)CCC1=O.[CH3:9][O:10][C:11]1[CH:16]=[N:15][N:14]([CH3:17])[C:13](=[O:18])[C:12]=1[C:19]1[C:24]([CH3:25])=[CH:23][C:22]([CH3:26])=[CH:21][C:20]=1[CH3:27]. (5) Given the product [O:15]=[C:16]1[CH2:21][S:20][C:19]2[CH:22]=[CH:23][C:24]([C:26]([NH:1][N:2]3[CH2:3][CH2:4][N:5]([C:8]([O:10][C:11]([CH3:14])([CH3:13])[CH3:12])=[O:9])[CH2:6][CH2:7]3)=[O:27])=[N:25][C:18]=2[NH:17]1, predict the reactants needed to synthesize it. The reactants are: [NH2:1][N:2]1[CH2:7][CH2:6][N:5]([C:8]([O:10][C:11]([CH3:14])([CH3:13])[CH3:12])=[O:9])[CH2:4][CH2:3]1.[O:15]=[C:16]1[CH2:21][S:20][C:19]2[CH:22]=[CH:23][C:24]([C:26](O)=[O:27])=[N:25][C:18]=2[NH:17]1.C(Cl)CCl.C1C=CC2N(O)N=NC=2C=1. (6) Given the product [C:3]1([S:13]([C:16]2[C:24]3[C:19](=[CH:20][CH:21]=[C:22]([N:25]4[CH2:26][CH2:27][N:28]([C:36]([O:35][C:32]([CH3:34])([CH3:33])[CH3:31])=[O:37])[CH2:29][CH2:30]4)[CH:23]=3)[NH:18][N:17]=2)(=[O:14])=[O:15])[C:12]2[C:7](=[CH:8][CH:9]=[CH:10][CH:11]=2)[CH:6]=[CH:5][CH:4]=1, predict the reactants needed to synthesize it. The reactants are: Cl.Cl.[C:3]1([S:13]([C:16]2[C:24]3[C:19](=[CH:20][CH:21]=[C:22]([N:25]4[CH2:30][CH2:29][NH:28][CH2:27][CH2:26]4)[CH:23]=3)[NH:18][N:17]=2)(=[O:15])=[O:14])[C:12]2[C:7](=[CH:8][CH:9]=[CH:10][CH:11]=2)[CH:6]=[CH:5][CH:4]=1.[CH3:31][C:32]([O:35][C:36](O[C:36]([O:35][C:32]([CH3:34])([CH3:33])[CH3:31])=[O:37])=[O:37])([CH3:34])[CH3:33].C(N(CC)CC)C. (7) Given the product [Br:26][C:22]1[C:23]([O:24][CH3:25])=[C:18]([N:37]2[CH2:36][CH2:35][N:34]([C:32]([O:31][C:27]([CH3:30])([CH3:29])[CH3:28])=[O:33])[CH2:39][CH2:38]2)[CH:19]=[N:20][CH:21]=1, predict the reactants needed to synthesize it. The reactants are: BrC1C=C(OC)C(N2CCN(C)CC2)=NC=1.Br[C:18]1[CH:19]=[N:20][CH:21]=[C:22]([Br:26])[C:23]=1[O:24][CH3:25].[C:27]([O:31][C:32]([N:34]1[CH2:39][CH2:38][NH:37][CH2:36][CH2:35]1)=[O:33])([CH3:30])([CH3:29])[CH3:28]. (8) Given the product [Cl:1][C:2]1[C:9]([F:10])=[CH:8][CH:7]=[C:6]([F:11])[C:3]=1[CH:4]([OH:5])[CH3:12], predict the reactants needed to synthesize it. The reactants are: [Cl:1][C:2]1[C:9]([F:10])=[CH:8][CH:7]=[C:6]([F:11])[C:3]=1[CH:4]=[O:5].[CH3:12][Mg]Cl.CO.Cl. (9) Given the product [CH2:1]([N:3]([C:16]1[CH:17]=[CH:18][CH:19]=[CH:20][CH:21]=1)[C:4]([N:6]1[CH2:11][CH2:10][CH2:9][CH2:8][C@H:7]1[C:12]([OH:14])=[O:13])=[O:5])[CH3:2], predict the reactants needed to synthesize it. The reactants are: [CH2:1]([N:3]([C:16]1[CH:21]=[CH:20][CH:19]=[CH:18][CH:17]=1)[C:4]([N:6]1[CH2:11][CH2:10][CH2:9][CH2:8][C@H:7]1[C:12]([O:14]C)=[O:13])=[O:5])[CH3:2].[Li+].[OH-]. (10) Given the product [F:1][CH:2]([F:27])[O:3][C:4]1[CH:5]=[CH:6][C:7]([C:10]2[CH:11]=[CH:12][C:13]([NH:16][CH2:17][C:18]3[CH:19]=[C:20]([C:24]([NH:38][S:35]([C:30]4[CH:31]=[CH:32][CH:33]=[CH:34][C:29]=4[CH3:28])(=[O:36])=[O:37])=[O:26])[O:21][C:22]=3[CH3:23])=[CH:14][CH:15]=2)=[CH:8][CH:9]=1, predict the reactants needed to synthesize it. The reactants are: [F:1][CH:2]([F:27])[O:3][C:4]1[CH:9]=[CH:8][C:7]([C:10]2[CH:15]=[CH:14][C:13]([NH:16][CH2:17][C:18]3[CH:19]=[C:20]([C:24]([OH:26])=O)[O:21][C:22]=3[CH3:23])=[CH:12][CH:11]=2)=[CH:6][CH:5]=1.[CH3:28][C:29]1[CH:34]=[CH:33][CH:32]=[CH:31][C:30]=1[S:35]([NH2:38])(=[O:37])=[O:36].